From a dataset of Reaction yield outcomes from USPTO patents with 853,638 reactions. Predict the reaction yield, written as a fraction of the theoretical maximum amount of product (1.0 means a 100% yield; for example, 0.34 means a 34% yield). (1) The catalyst is C(COC)OC.Cl.C([O-])(=O)C.[Pd+2].C([O-])(=O)C. The reactants are Br[C:2]1[C:10]2[C:5](=[CH:6][CH:7]=[C:8]([N+:11]([O-:13])=[O:12])[CH:9]=2)[NH:4][CH:3]=1.[C:14]1(B(O)O)[CH:19]=[CH:18][CH:17]=[CH:16][CH:15]=1.C1(P(C2C=CC=CC=2)C2C=CC=CC=2)C=CC=CC=1.C(=O)([O-])[O-].[Na+].[Na+]. The product is [C:14]1([C:2]2[C:10]3[C:5](=[CH:6][CH:7]=[C:8]([N+:11]([O-:13])=[O:12])[CH:9]=3)[NH:4][CH:3]=2)[CH:19]=[CH:18][CH:17]=[CH:16][CH:15]=1. The yield is 0.0900. (2) The reactants are [NH2:1][C:2]1[CH:7]=[CH:6][C:5]([C:8]2[S:12][S:11][C:10](=[S:13])[CH:9]=2)=[CH:4][CH:3]=1.[N:14]([O-])=O.[Na+].[C:18]([OH:27])(=[O:26])[C:19]1[C:20](=[CH:22][CH:23]=[CH:24][CH:25]=1)[OH:21].[OH-].[K+].C(=O)([O-])[O-].[Na+].[Na+]. The catalyst is Cl.O. The product is [OH:21][C:20]1[CH:22]=[CH:23][C:24]([N:14]=[N:1][C:2]2[CH:7]=[CH:6][C:5]([C:8]3[S:12][S:11][C:10](=[S:13])[CH:9]=3)=[CH:4][CH:3]=2)=[CH:25][C:19]=1[C:18]([OH:27])=[O:26]. The yield is 0.850. (3) The reactants are [CH3:1][C:2]1[CH:30]=[CH:29][CH:28]=[CH:27][C:3]=1[N:4]([C:12]1[CH:17]=[CH:16][C:15](B2OC(C)(C)C(C)(C)O2)=[CH:14][CH:13]=1)[C:5]1[CH:10]=[CH:9][CH:8]=[CH:7][C:6]=1[CH3:11].Br[C:32]1[CH:37]=[N:36][C:35]([Br:38])=[CH:34][N:33]=1.C([O-])([O-])=O.[K+].[K+].C(OCC)(=O)C.[Cl-].[Na+].O. The catalyst is O1CCOCC1.O.C1C=CC([P]([Pd]([P](C2C=CC=CC=2)(C2C=CC=CC=2)C2C=CC=CC=2)([P](C2C=CC=CC=2)(C2C=CC=CC=2)C2C=CC=CC=2)[P](C2C=CC=CC=2)(C2C=CC=CC=2)C2C=CC=CC=2)(C2C=CC=CC=2)C2C=CC=CC=2)=CC=1. The product is [Br:38][C:35]1[N:36]=[CH:37][C:32]([C:15]2[CH:14]=[CH:13][C:12]([N:4]([C:3]3[CH:27]=[CH:28][CH:29]=[CH:30][C:2]=3[CH3:1])[C:5]3[CH:10]=[CH:9][CH:8]=[CH:7][C:6]=3[CH3:11])=[CH:17][CH:16]=2)=[N:33][CH:34]=1. The yield is 0.530. (4) The reactants are [C:1]([N:4]1[CH2:7][CH:6]([OH:8])[CH2:5]1)(=[O:3])[NH2:2].[Si:9](Cl)([C:22]([CH3:25])([CH3:24])[CH3:23])([C:16]1[CH:21]=[CH:20][CH:19]=[CH:18][CH:17]=1)[C:10]1[CH:15]=[CH:14][CH:13]=[CH:12][CH:11]=1.N1C=CN=C1.C(O)C. The catalyst is CN(C)C=O. The product is [Si:9]([O:8][CH:6]1[CH2:7][N:4]([C:1](=[O:3])[NH2:2])[CH2:5]1)([C:22]([CH3:25])([CH3:24])[CH3:23])([C:16]1[CH:17]=[CH:18][CH:19]=[CH:20][CH:21]=1)[C:10]1[CH:15]=[CH:14][CH:13]=[CH:12][CH:11]=1. The yield is 0.180.